Dataset: Reaction yield outcomes from USPTO patents with 853,638 reactions. Task: Predict the reaction yield, written as a fraction of the theoretical maximum amount of product (1.0 means a 100% yield; for example, 0.34 means a 34% yield). (1) The reactants are C(Cl)Cl.[OH:4][CH2:5][CH2:6][C:7]1[C:12]([O:13][CH3:14])=[CH:11][C:10]([C:15]2[N:20]=[C:19]([NH:21][C:22](=[O:27])[C:23]([CH3:26])([CH3:25])[CH3:24])[CH:18]=[CH:17][CH:16]=2)=[C:9]([O:28][CH3:29])[CH:8]=1.CC(OI1(OC(C)=O)(OC(C)=O)OC(=O)C2C=CC=CC1=2)=O. The catalyst is CCOCC. The product is [CH3:29][O:28][C:9]1[CH:8]=[C:7]([CH2:6][CH:5]=[O:4])[C:12]([O:13][CH3:14])=[CH:11][C:10]=1[C:15]1[N:20]=[C:19]([NH:21][C:22](=[O:27])[C:23]([CH3:25])([CH3:24])[CH3:26])[CH:18]=[CH:17][CH:16]=1. The yield is 0.540. (2) The reactants are Cl.BrC1SC2=NC(N)=CN2C=1.C(OC(N[C@H](C1C=CC=CC=1)C(N1CCC[C@H]1C(O)=O)=O)=O)(C)(C)C.[C:37]([O:41][C:42](=[O:70])[NH:43][C@@H:44]([C:64]1[CH:69]=[CH:68][CH:67]=[CH:66][CH:65]=1)[C:45]([N:47]1[CH2:51][CH2:50][CH2:49][C@H:48]1[C:52](=[O:63])[NH:53][C:54]1[N:55]=[C:56]2[N:60]([CH:61]=1)[CH:59]=[C:58]([Br:62])[S:57]2)=[O:46])(C)(C)C. The yield is 0.440. No catalyst specified. The product is [CH3:37][O:41][C:42](=[O:70])[NH:43][C@@H:44]([C:64]1[CH:69]=[CH:68][CH:67]=[CH:66][CH:65]=1)[C:45]([N:47]1[CH2:51][CH2:50][CH2:49][C@@H:48]1[C:52](=[O:63])[NH:53][C:54]1[N:55]=[C:56]2[N:60]([CH:61]=1)[CH:59]=[C:58]([Br:62])[S:57]2)=[O:46]. (3) The reactants are [NH2:1][C:2]1[N:3]=[C:4]([Cl:23])[C:5]2[CH2:10][C:9](=[O:11])[N:8]([CH2:12][C:13]3[C:18]([CH3:19])=[C:17]([O:20][CH3:21])[C:16]([CH3:22])=[CH:15][N:14]=3)[C:6]=2[N:7]=1.C(O)C.[O:27]1[CH2:32][CH2:31][N:30]([CH2:33][CH2:34][O:35][CH2:36][C:37]([C:39]2[CH:40]=[C:41]([CH:44]=O)[NH:42][CH:43]=2)=[O:38])[CH2:29][CH2:28]1.N1CCCCC1. No catalyst specified. The product is [NH2:1][C:2]1[N:3]=[C:4]([Cl:23])[C:5]2=[C:6]([N:8]([CH2:12][C:13]3[C:18]([CH3:19])=[C:17]([O:20][CH3:21])[C:16]([CH3:22])=[CH:15][N:14]=3)[C:9](=[O:11])/[C:10]/2=[CH:44]\[C:41]2[NH:42][CH:43]=[C:39]([C:37](=[O:38])[CH2:36][O:35][CH2:34][CH2:33][N:30]3[CH2:31][CH2:32][O:27][CH2:28][CH2:29]3)[CH:40]=2)[N:7]=1. The yield is 0.520.